From a dataset of Catalyst prediction with 721,799 reactions and 888 catalyst types from USPTO. Predict which catalyst facilitates the given reaction. (1) Reactant: [CH3:1][O:2][C:3]1[CH:4]=[C:5]2[C:10](=[CH:11][C:12]=1[O:13][CH3:14])[N:9]=[CH:8][CH:7]=[C:6]2[O:15][C:16]1[CH:22]=[CH:21][C:19]([NH2:20])=[C:18]([F:23])[CH:17]=1.C(O)C.[Cl:27][C:28]1[CH:33]=[CH:32][C:31]([C:34]([N:36]=[C:37]=[S:38])=[O:35])=[CH:30][CH:29]=1. Product: [Cl:27][C:28]1[CH:33]=[CH:32][C:31]([C:34]([NH:36][C:37]([NH:20][C:19]2[CH:21]=[CH:22][C:16]([O:15][C:6]3[C:5]4[C:10](=[CH:11][C:12]([O:13][CH3:14])=[C:3]([O:2][CH3:1])[CH:4]=4)[N:9]=[CH:8][CH:7]=3)=[CH:17][C:18]=2[F:23])=[S:38])=[O:35])=[CH:30][CH:29]=1. The catalyst class is: 11. (2) Reactant: [CH3:1][NH:2][C:3]1[CH:22]=[CH:21][C:6]([O:7][C:8]2[CH:13]=[CH:12][N:11]=[C:10]([C:14]([O:16][C:17]([CH3:20])([CH3:19])[CH3:18])=[O:15])[CH:9]=2)=[CH:5][C:4]=1[N+:23]([O-])=O. Product: [NH2:23][C:4]1[CH:5]=[C:6]([CH:21]=[CH:22][C:3]=1[NH:2][CH3:1])[O:7][C:8]1[CH:13]=[CH:12][N:11]=[C:10]([C:14]([O:16][C:17]([CH3:20])([CH3:19])[CH3:18])=[O:15])[CH:9]=1. The catalyst class is: 43. (3) Reactant: [OH:1][C:2]1[CH:10]=[CH:9][C:8]([OH:11])=[CH:7][C:3]=1[C:4]([OH:6])=[O:5].C(=O)([O-])[O-].[Cs+:16].[Cs+].CC(C)=O. Product: [OH:1][C:2]1[CH:10]=[CH:9][C:8]([OH:11])=[CH:7][C:3]=1[C:4]([O-:6])=[O:5].[Cs+:16]. The catalyst class is: 6. (4) The catalyst class is: 7. Reactant: [Br:1][C:2]1[N:3]=[C:4]([NH:9][CH:10]([C:12]2[CH:17]=[CH:16][CH:15]=[CH:14][CH:13]=2)[CH3:11])[C:5]([NH2:8])=[N:6][CH:7]=1.N1([C:23](N2C=CN=C2)=[O:24])C=CN=C1. Product: [Br:1][C:2]1[N:3]=[C:4]2[N:9]([CH:10]([C:12]3[CH:17]=[CH:16][CH:15]=[CH:14][CH:13]=3)[CH3:11])[C:23](=[O:24])[NH:8][C:5]2=[N:6][CH:7]=1.